This data is from Reaction yield outcomes from USPTO patents with 853,638 reactions. The task is: Predict the reaction yield, written as a fraction of the theoretical maximum amount of product (1.0 means a 100% yield; for example, 0.34 means a 34% yield). (1) The reactants are [N+:1]([C:4]1[CH:5]=[CH:6][C:7]2[NH:12][C:11](=[O:13])[CH2:10][O:9][C:8]=2[CH:14]=1)([O-:3])=[O:2].Cl.Cl[CH2:17][CH2:18][CH:19]1[CH2:23][CH2:22][CH2:21][N:20]1[CH3:24].[Na+].[I-].C([O-])([O-])=O.[K+].[K+]. The catalyst is CN(C=O)C.O. The product is [CH3:24][N:20]1[CH2:21][CH2:22][CH2:23][CH:19]1[CH2:18][CH2:17][N:12]1[C:11](=[O:13])[CH2:10][O:9][C:8]2[CH:14]=[C:4]([N+:1]([O-:3])=[O:2])[CH:5]=[CH:6][C:7]1=2. The yield is 0.670. (2) The reactants are [CH2:1]([C:8]1[S:12][C:11]([NH:13][C:14](=[O:22])[C:15]2[CH:20]=[CH:19][C:18]([F:21])=[CH:17][CH:16]=2)=[N:10][C:9]=1[C:23]1[CH:28]=[CH:27][C:26]([O:29]C)=[CH:25][CH:24]=1)[C:2]1[CH:7]=[CH:6][CH:5]=[CH:4][CH:3]=1. The catalyst is ClCCl. The product is [CH2:1]([C:8]1[S:12][C:11]([NH:13][C:14](=[O:22])[C:15]2[CH:20]=[CH:19][C:18]([F:21])=[CH:17][CH:16]=2)=[N:10][C:9]=1[C:23]1[CH:24]=[CH:25][C:26]([OH:29])=[CH:27][CH:28]=1)[C:2]1[CH:7]=[CH:6][CH:5]=[CH:4][CH:3]=1. The yield is 0.672. (3) The reactants are [O:1]=[S:2]1(=[O:16])[CH2:7][CH2:6][CH2:5][CH2:4][N:3]1[C:8]1[CH:15]=[CH:14][CH:13]=[CH:12][C:9]=1[C:10]#[N:11].[ClH:17]. The catalyst is C(O)C.[Pd]. The product is [ClH:17].[O:1]=[S:2]1(=[O:16])[CH2:7][CH2:6][CH2:5][CH2:4][N:3]1[C:8]1[CH:15]=[CH:14][CH:13]=[CH:12][C:9]=1[CH2:10][NH2:11]. The yield is 0.950. (4) The reactants are [OH2:1].[F:2][C:3]([F:18])([F:17])[C:4]([C:6]1[CH:11]=[C:10]([C:12]([F:15])([F:14])[F:13])[CH:9]=[C:8]([F:16])[CH:7]=1)=O.O.[N:20]1C=CC=CC=1. The catalyst is C(O)C. The product is [F:2][C:3]([F:18])([F:17])[C:4]([C:6]1[CH:11]=[C:10]([C:12]([F:15])([F:14])[F:13])[CH:9]=[C:8]([F:16])[CH:7]=1)=[N:20][OH:1]. The yield is 0.515.